From a dataset of Choline transporter screen with 302,306 compounds. Binary Classification. Given a drug SMILES string, predict its activity (active/inactive) in a high-throughput screening assay against a specified biological target. (1) The compound is O=c1n(c2c(c(c3ccccc3)c1)cccc2)C. The result is 0 (inactive). (2) The drug is O1C(CNC(=O)c2c3c(c(=O)n(c2)CC)cc(OC)c(OC)c3)COc2c1cccc2. The result is 0 (inactive). (3) The drug is O1CCN(CC1)CCNC(=O)C(Oc1cc2oc(=O)cc(c2cc1)c1ccccc1)C. The result is 0 (inactive). (4) The compound is Clc1c(C(=O)N2CCN(CC2)C(=O)c2c(cccc2)C(O)=O)cccc1. The result is 0 (inactive). (5) The drug is O1C2C1C1N(C2CC(OC(=O)C(CO)c2ccccc2)C1)C. The result is 0 (inactive). (6) The drug is OC(=O)C12CC3(CC(C1)CC(C3)C2)CC. The result is 0 (inactive).